From a dataset of Reaction yield outcomes from USPTO patents with 853,638 reactions. Predict the reaction yield, written as a fraction of the theoretical maximum amount of product (1.0 means a 100% yield; for example, 0.34 means a 34% yield). (1) The reactants are Br[C:2]1[CH:7]=[CH:6][CH:5]=[CH:4][C:3]=1[N+:8]([O-:10])=[O:9].[CH3:11][Si:12]([C:15]#[CH:16])([CH3:14])[CH3:13].O. The catalyst is C(N(CC)CC)C.Cl[Pd](Cl)([P](C1C=CC=CC=1)(C1C=CC=CC=1)C1C=CC=CC=1)[P](C1C=CC=CC=1)(C1C=CC=CC=1)C1C=CC=CC=1.[Cu]I. The product is [CH3:11][Si:12]([CH3:14])([CH3:13])[C:15]#[C:16][C:2]1[CH:7]=[CH:6][CH:5]=[CH:4][C:3]=1[N+:8]([O-:10])=[O:9]. The yield is 0.960. (2) The reactants are [Cl-].[CH3:2][S:3]([O:6][C:7]1[CH:12]=[CH:11][CH:10]=[CH:9][C:8]=1[CH:13]1[O:17][N:16]=[C:15]([C:18]2[N:19]=[C:20]([CH:23]3[CH2:28][CH2:27][NH2+:26][CH2:25][CH2:24]3)[S:21][CH:22]=2)[CH2:14]1)(=[O:5])=[O:4].[Si:29]([O:36][CH2:37][C:38](O)=[O:39])([C:32]([CH3:35])([CH3:34])[CH3:33])([CH3:31])[CH3:30].C(N(C(C)C)CC)(C)C.F[B-](F)(F)F.N1(OC(N(C)C)=[N+](C)C)C2C=CC=CC=2N=N1. The catalyst is CN(C)C=O. The product is [CH3:2][S:3]([O:6][C:7]1[CH:12]=[CH:11][CH:10]=[CH:9][C:8]=1[CH:13]1[O:17][N:16]=[C:15]([C:18]2[N:19]=[C:20]([CH:23]3[CH2:28][CH2:27][N:26]([C:38](=[O:39])[CH2:37][O:36][Si:29]([C:32]([CH3:34])([CH3:33])[CH3:35])([CH3:30])[CH3:31])[CH2:25][CH2:24]3)[S:21][CH:22]=2)[CH2:14]1)(=[O:4])=[O:5]. The yield is 0.220. (3) The reactants are O[CH:2]1[CH:7]([NH:8][C:9]2[C:14]([N+:15]([O-:17])=[O:16])=[CH:13][N:12]=[C:11]3[CH:18]=[CH:19][S:20][C:10]=23)[CH2:6][CH2:5][N:4]([C:21]([O:23][C:24]([CH3:27])([CH3:26])[CH3:25])=[O:22])[CH2:3]1.COCCN(CCOC)S(F)(F)[F:34]. The catalyst is C(Cl)Cl. The product is [F:34][CH:2]1[CH:7]([NH:8][C:9]2[C:14]([N+:15]([O-:17])=[O:16])=[CH:13][N:12]=[C:11]3[CH:18]=[CH:19][S:20][C:10]=23)[CH2:6][CH2:5][N:4]([C:21]([O:23][C:24]([CH3:27])([CH3:26])[CH3:25])=[O:22])[CH2:3]1. The yield is 0.440.